Dataset: TCR-epitope binding with 47,182 pairs between 192 epitopes and 23,139 TCRs. Task: Binary Classification. Given a T-cell receptor sequence (or CDR3 region) and an epitope sequence, predict whether binding occurs between them. (1) The epitope is KLNVGDYFV. The TCR CDR3 sequence is CASSLRTGDNLSGEQYF. Result: 1 (the TCR binds to the epitope). (2) The epitope is RPHERNGFTVL. The TCR CDR3 sequence is CASSQDASGYNEQFF. Result: 0 (the TCR does not bind to the epitope). (3) The epitope is ILGLPTQTV. The TCR CDR3 sequence is CASSRGLANEQFF. Result: 1 (the TCR binds to the epitope). (4) The epitope is SFHSLHLLF. The TCR CDR3 sequence is CASSPDRVPEAFF. Result: 1 (the TCR binds to the epitope). (5) The epitope is LLLGIGILV. The TCR CDR3 sequence is CASSLSRDTGTQYF. Result: 0 (the TCR does not bind to the epitope). (6) The epitope is LPPAYTNSF. The TCR CDR3 sequence is CASSFSQDPQYF. Result: 0 (the TCR does not bind to the epitope). (7) The epitope is HTTDPSFLGRY. The TCR CDR3 sequence is CASIQQGSLTEAFF. Result: 1 (the TCR binds to the epitope). (8) The epitope is KLGGALQAK. The TCR CDR3 sequence is CASSPQGARLDEQFF. Result: 1 (the TCR binds to the epitope).